This data is from Forward reaction prediction with 1.9M reactions from USPTO patents (1976-2016). The task is: Predict the product of the given reaction. (1) Given the reactants [Cl:1][C:2]1[CH:3]=[C:4]2[C:9](=[CH:10][C:11]=1[F:12])[C:8]([O:13][S:14]([C:17]([F:20])([F:19])[F:18])(=[O:16])=[O:15])=[C:7]([CH:21]([OH:27])[C:22]([O:24][CH2:25][CH3:26])=[O:23])[C:6]([CH3:28])=[CH:5]2.CC(OI1(OC(C)=O)(OC(C)=O)OC(=O)C2C=CC=CC1=2)=O, predict the reaction product. The product is: [Cl:1][C:2]1[CH:3]=[C:4]2[C:9](=[CH:10][C:11]=1[F:12])[C:8]([O:13][S:14]([C:17]([F:20])([F:19])[F:18])(=[O:16])=[O:15])=[C:7]([C:21](=[O:27])[C:22]([O:24][CH2:25][CH3:26])=[O:23])[C:6]([CH3:28])=[CH:5]2. (2) The product is: [Cl:1][C:2]1[N:7]=[C:6]([C:8]2[S:35][C:34]([CH:36]3[CH2:41][CH2:40][N:39]([C:42]([O:44][C:45]([CH3:48])([CH3:47])[CH3:46])=[O:43])[CH2:38][CH2:37]3)=[N:33][C:9]=2[C:11]2[CH:16]=[CH:15][CH:14]=[C:13]([NH:17][C:18]([O:19][CH2:20][CH:21]=[CH2:22])=[O:23])[C:12]=2[F:24])[CH:5]=[CH:4][N:3]=1. Given the reactants [Cl:1][C:2]1[N:7]=[C:6]([CH2:8][C:9]([C:11]2[C:12]([F:24])=[C:13]([NH:17][C:18](=[O:23])[O:19][CH2:20][CH:21]=[CH2:22])[CH:14]=[CH:15][CH:16]=2)=O)[CH:5]=[CH:4][N:3]=1.C1C(=O)N(Br)C(=O)C1.[NH2:33][C:34]([CH:36]1[CH2:41][CH2:40][N:39]([C:42]([O:44][C:45]([CH3:48])([CH3:47])[CH3:46])=[O:43])[CH2:38][CH2:37]1)=[S:35], predict the reaction product.